Dataset: Full USPTO retrosynthesis dataset with 1.9M reactions from patents (1976-2016). Task: Predict the reactants needed to synthesize the given product. (1) Given the product [OH:23][PH:1]([OH:7])([OH:14])[OH:2].[C:5]([CH2:4][CH2:3][N:12]([CH:9]([CH3:10])[CH3:11])[CH:20]([CH3:21])[CH3:22])#[N:6].[OH:23][PH:13]([O-:19])([O-:2])[O:14][CH2:15][CH2:16][C:17]#[N:18].[CH:20]([N:12]([CH:9]([CH3:11])[CH3:10])[P:13]([O-:19])[O:14][CH2:15][CH2:16][C:17]#[N:18])([CH3:22])[CH3:21], predict the reactants needed to synthesize it. The reactants are: [P:1](Cl)([O-:7])[O:2][CH2:3][CH2:4][C:5]#[N:6].[CH:9]([N:12]([CH:20]([CH3:22])[CH3:21])[P:13]([O-:19])[O:14][CH2:15][CH2:16][C:17]#[N:18])([CH3:11])[CH3:10].[OH2:23].C(N(C(C)C)CC)(C)C. (2) Given the product [CH3:41][N:42]([C@H:43]1[C:52]2[C:47](=[CH:48][CH:49]=[CH:50][CH:51]=2)[CH2:46][CH2:45][CH2:44]1)[C:1]([C:4]1[N:5]=[C:6]([CH:9]2[CH2:14][CH2:13][N:12]([C:15]([O:17][C:18]([CH3:21])([CH3:20])[CH3:19])=[O:16])[CH2:11][CH2:10]2)[O:7][CH:8]=1)=[O:3], predict the reactants needed to synthesize it. The reactants are: [C:1]([C:4]1[N:5]=[C:6]([CH:9]2[CH2:14][CH2:13][N:12]([C:15]([O:17][C:18]([CH3:21])([CH3:20])[CH3:19])=[O:16])[CH2:11][CH2:10]2)[O:7][CH:8]=1)([OH:3])=O.Cl.CN(C)CCCN=C=NCC.CN1CCOCC1.[CH3:41][NH:42][C@H:43]1[C:52]2[C:47](=[CH:48][CH:49]=[CH:50][CH:51]=2)[CH2:46][CH2:45][CH2:44]1.